Predict the product of the given reaction. From a dataset of Forward reaction prediction with 1.9M reactions from USPTO patents (1976-2016). (1) Given the reactants [C:1]([O:4][C:5]1[CH:14]=[CH:13][C:12]([CH3:15])=[C:11]2[C:6]=1[C:7]([CH3:18])=[CH:8][C:9]([CH3:17])([CH3:16])[NH:10]2)(=[O:3])[CH3:2].C(OC1C=CC(C)=C(C=1)N)(=O)C, predict the reaction product. The product is: [C:1]([O:4][C:5]1[CH:14]=[CH:13][C:12]([CH3:15])=[C:11]2[C:6]=1[CH:7]([CH3:18])[CH2:8][C:9]([CH3:17])([CH3:16])[NH:10]2)(=[O:3])[CH3:2]. (2) Given the reactants [Br:1][C:2]1[C:7]([OH:8])=[C:6]([N+:9]([O-])=O)[C:5]([N+:12]([O-:14])=[O:13])=[C:4]([F:15])[CH:3]=1.Cl, predict the reaction product. The product is: [NH2:9][C:6]1[C:5]([N+:12]([O-:14])=[O:13])=[C:4]([F:15])[CH:3]=[C:2]([Br:1])[C:7]=1[OH:8]. (3) Given the reactants Cl.CO.[N:4]1[N:8]2[CH2:9][CH2:10][NH:11][CH2:12][C:7]2=[CH:6][C:5]=1[CH2:13][OH:14].CS[C:17]1[S:18][CH2:19][CH2:20][N:21]=1, predict the reaction product. The product is: [S:18]1[CH2:19][CH2:20][N:21]=[C:17]1[N:11]1[CH2:10][CH2:9][N:8]2[N:4]=[C:5]([CH2:13][OH:14])[CH:6]=[C:7]2[CH2:12]1. (4) Given the reactants [CH3:1][O:2][C:3]1[CH:4]=[C:5]([CH:31]=[CH:32][C:33]=1[O:34][CH3:35])[CH2:6][CH:7]1[C:16]2[C:11](=[C:12]([OH:19])[CH:13]=[CH:14][C:15]=2[O:17][CH3:18])[CH2:10][CH2:9][N:8]1[CH2:20][C:21]([NH:23][CH2:24][C:25]1[CH:30]=[CH:29][CH:28]=[CH:27][N:26]=1)=[O:22].[CH2:36](I)[CH3:37], predict the reaction product. The product is: [CH3:1][O:2][C:3]1[CH:4]=[C:5]([CH:31]=[CH:32][C:33]=1[O:34][CH3:35])[CH2:6][CH:7]1[C:16]2[C:11](=[C:12]([O:19][CH2:36][CH3:37])[CH:13]=[CH:14][C:15]=2[O:17][CH3:18])[CH2:10][CH2:9][N:8]1[CH2:20][C:21]([NH:23][CH2:24][C:25]1[CH:30]=[CH:29][CH:28]=[CH:27][N:26]=1)=[O:22]. (5) Given the reactants [C:1]([O:4][CH:5]1[C:9]2=[N:10][CH:11]=[C:12]([N+:33]([O-])=O)[C:13]([N:14]3[CH2:19][C@H:18]([CH3:20])[C@@H:17]([O:21][C:22](=[O:24])[CH3:23])[C@H:16]([NH:25][C:26]([O:28][C:29]([CH3:32])([CH3:31])[CH3:30])=[O:27])[CH2:15]3)=[C:8]2[CH2:7][CH2:6]1)(=[O:3])[CH3:2].O.CC(O)=O, predict the reaction product. The product is: [C:22]([O:21][C@@H:17]1[C@@H:18]([CH3:20])[CH2:19][N:14]([C:13]2[C:12]([NH2:33])=[CH:11][N:10]=[C:9]3[CH:5]([O:4][C:1](=[O:3])[CH3:2])[CH2:6][CH2:7][C:8]=23)[CH2:15][C@H:16]1[NH:25][C:26]([O:28][C:29]([CH3:30])([CH3:32])[CH3:31])=[O:27])(=[O:24])[CH3:23]. (6) Given the reactants [C:1]([O:5][C:6]([NH:8][C@H:9]([CH2:14][C:15]1[CH:20]=[CH:19][C:18]([B:21]2[O:25][C:24]([CH3:27])([CH3:26])[C:23]([CH3:29])([CH3:28])[O:22]2)=[CH:17][CH:16]=1)[C:10](OC)=[O:11])=[O:7])([CH3:4])([CH3:3])[CH3:2].[BH4-].[Li+], predict the reaction product. The product is: [OH:11][CH2:10][C@H:9]([NH:8][C:6](=[O:7])[O:5][C:1]([CH3:4])([CH3:3])[CH3:2])[CH2:14][C:15]1[CH:16]=[CH:17][C:18]([B:21]2[O:25][C:24]([CH3:26])([CH3:27])[C:23]([CH3:29])([CH3:28])[O:22]2)=[CH:19][CH:20]=1.